Dataset: Forward reaction prediction with 1.9M reactions from USPTO patents (1976-2016). Task: Predict the product of the given reaction. (1) Given the reactants I[Si](C)(C)C.[Cl:6][C:7]1[CH:58]=[CH:57][C:10]([CH2:11][CH:12]2[N:17]3[C:18](=[O:52])[CH:19]([NH:33][C:34]([CH:36]4[CH2:41][CH2:40][N:39](C(OCC5C=CC=CC=5)=O)[CH2:38][CH2:37]4)=[O:35])[CH2:20][N:21]([S:22]([C:25]4[CH:30]=[CH:29][C:28]([Cl:31])=[CH:27][C:26]=4[Cl:32])(=[O:24])=[O:23])[CH:16]3[CH2:15][N:14]([CH:53]([CH3:55])[CH3:54])[C:13]2=[O:56])=[CH:9][CH:8]=1, predict the reaction product. The product is: [Cl:6][C:7]1[CH:8]=[CH:9][C:10]([CH2:11][CH:12]2[N:17]3[C:18](=[O:52])[CH:19]([NH:33][C:34]([CH:36]4[CH2:41][CH2:40][NH:39][CH2:38][CH2:37]4)=[O:35])[CH2:20][N:21]([S:22]([C:25]4[CH:30]=[CH:29][C:28]([Cl:31])=[CH:27][C:26]=4[Cl:32])(=[O:24])=[O:23])[CH:16]3[CH2:15][N:14]([CH:53]([CH3:55])[CH3:54])[C:13]2=[O:56])=[CH:57][CH:58]=1. (2) Given the reactants [Br:1][C:2]1[CH:3]=[C:4]2[C:9](=[CH:10][CH:11]=1)[CH:8]=[C:7]([SH:12])[CH:6]=[CH:5]2.F[C:14]1[CH:21]=[CH:20][C:17]([C:18]#[N:19])=[C:16]([C:22]([F:25])([F:24])[F:23])[CH:15]=1.C(N(CC)CC)C, predict the reaction product. The product is: [Br:1][C:2]1[CH:3]=[C:4]2[C:9](=[CH:10][CH:11]=1)[CH:8]=[C:7]([S:12][C:14]1[CH:21]=[CH:20][C:17]([C:18]#[N:19])=[C:16]([C:22]([F:23])([F:25])[F:24])[CH:15]=1)[CH:6]=[CH:5]2. (3) The product is: [CH3:26][C@@H:21]1[CH2:22][CH2:23][C@@H:24]([CH3:25])[N:20]1[C:18]([C:15]1[CH:16]=[CH:17][C:12]([C:9]2[CH:10]=[CH:11][C:6]([O:5][CH2:4][CH2:3][CH2:2][N:31]3[CH2:32][CH2:33][CH:28]([CH3:27])[CH2:29][CH2:30]3)=[CH:7][CH:8]=2)=[CH:13][CH:14]=1)=[O:19]. Given the reactants Cl[CH2:2][CH2:3][CH2:4][O:5][C:6]1[CH:11]=[CH:10][C:9]([C:12]2[CH:17]=[CH:16][C:15]([C:18]([N:20]3[C@H:24]([CH3:25])[CH2:23][CH2:22][C@H:21]3[CH3:26])=[O:19])=[CH:14][CH:13]=2)=[CH:8][CH:7]=1.[CH3:27][CH:28]1[CH2:33][CH2:32][NH:31][CH2:30][CH2:29]1, predict the reaction product. (4) Given the reactants [CH:1]1([C:4]([C:6]2[CH:7]=[N:8][C:9]3[C:14]([C:15]=2[NH:16][C@H:17]2[CH2:22][CH2:21][C@H:20]([N:23](C)[C:24](=O)OC(C)(C)C)[CH2:19][CH2:18]2)=[CH:13][C:12]([C:32]2[CH:37]=[C:36]([Cl:38])[C:35]([OH:39])=[C:34]([Cl:40])[CH:33]=2)=[CH:11][CH:10]=3)=[O:5])[CH2:3][CH2:2]1.C(O)(C(F)(F)F)=O, predict the reaction product. The product is: [CH:1]1([C:4]([C:6]2[CH:7]=[N:8][C:9]3[C:14]([C:15]=2[NH:16][C@H:17]2[CH2:18][CH2:19][C@H:20]([NH:23][CH3:24])[CH2:21][CH2:22]2)=[CH:13][C:12]([C:32]2[CH:37]=[C:36]([Cl:38])[C:35]([OH:39])=[C:34]([Cl:40])[CH:33]=2)=[CH:11][CH:10]=3)=[O:5])[CH2:3][CH2:2]1.